From a dataset of Forward reaction prediction with 1.9M reactions from USPTO patents (1976-2016). Predict the product of the given reaction. (1) Given the reactants [CH2:1]([N:3]([S:10]([C:13]1[CH:18]=[CH:17][C:16]([F:19])=[CH:15][CH:14]=1)(=[O:12])=[O:11])[C:4]1([C:7]([OH:9])=O)[CH2:6][CH2:5]1)[CH3:2].CCOC(OC(OCC)=O)=O.[F:31][C:32]([F:48])([F:47])[C:33]1[CH:38]=[CH:37][C:36]([C:39]2[CH:44]=[C:43]([CH2:45][NH2:46])[CH:42]=[CH:41][N:40]=2)=[CH:35][CH:34]=1, predict the reaction product. The product is: [CH2:1]([N:3]([S:10]([C:13]1[CH:18]=[CH:17][C:16]([F:19])=[CH:15][CH:14]=1)(=[O:12])=[O:11])[C:4]1([C:7]([NH:46][CH2:45][C:43]2[CH:42]=[CH:41][N:40]=[C:39]([C:36]3[CH:37]=[CH:38][C:33]([C:32]([F:48])([F:31])[F:47])=[CH:34][CH:35]=3)[CH:44]=2)=[O:9])[CH2:5][CH2:6]1)[CH3:2]. (2) Given the reactants Cl.[Cl:2][C:3]1[C:4]([CH3:26])=[C:5]([S:9]([N:12]2[CH2:17][CH2:16][CH2:15][C@H:14]([NH:18]C(=O)OC(C)(C)C)[CH2:13]2)(=[O:11])=[O:10])[CH:6]=[CH:7][CH:8]=1, predict the reaction product. The product is: [ClH:2].[Cl:2][C:3]1[C:4]([CH3:26])=[C:5]([S:9]([N:12]2[CH2:17][CH2:16][CH2:15][C@H:14]([NH2:18])[CH2:13]2)(=[O:10])=[O:11])[CH:6]=[CH:7][CH:8]=1. (3) Given the reactants [F:1][C:2]1[CH:7]=[C:6]([O:8][C:9]2[CH:14]=[CH:13][N:12]=[C:11]([NH:15][C:16]([N:18]([CH3:26])[CH:19]3[CH2:24][CH2:23][N:22]([CH3:25])[CH2:21][CH2:20]3)=[O:17])[CH:10]=2)[CH:5]=[CH:4][C:3]=1[NH:27][C:28]([C:30]1([C:33](O)=[O:34])[CH2:32][CH2:31]1)=[O:29].[CH2:36]([NH2:41])[C:37]([CH3:40])([CH3:39])[CH3:38].C(N(CC)CC)C.F[P-](F)(F)(F)(F)F.N1(O[P+](N(C)C)(N(C)C)N(C)C)C2C=CC=CC=2N=N1, predict the reaction product. The product is: [CH3:38][C:37]([CH3:40])([CH3:39])[CH2:36][NH:41][C:33]([C:30]1([C:28]([NH:27][C:3]2[CH:4]=[CH:5][C:6]([O:8][C:9]3[CH:14]=[CH:13][N:12]=[C:11]([NH:15][C:16]([N:18]([CH3:26])[CH:19]4[CH2:20][CH2:21][N:22]([CH3:25])[CH2:23][CH2:24]4)=[O:17])[CH:10]=3)=[CH:7][C:2]=2[F:1])=[O:29])[CH2:32][CH2:31]1)=[O:34]. (4) Given the reactants [Cl:1][C:2]1[C:7]([CH3:8])=[CH:6][C:5]([S:9]([NH:12][C:13]2[CH:14]=[C:15]([C:19]3[CH:24]=[CH:23][C:22]([CH:25]=O)=[CH:21][CH:20]=3)[CH:16]=[CH:17][CH:18]=2)(=[O:11])=[O:10])=[C:4]([CH3:27])[CH:3]=1.C[O:29][C:30]([CH:32]1[O:37][CH2:36][CH2:35][NH:34][CH2:33]1)=[O:31], predict the reaction product. The product is: [Cl:1][C:2]1[C:7]([CH3:8])=[CH:6][C:5]([S:9]([NH:12][C:13]2[CH:14]=[C:15]([C:19]3[CH:24]=[CH:23][C:22]([CH2:25][N:34]4[CH2:35][CH2:36][O:37][CH:32]([C:30]([OH:29])=[O:31])[CH2:33]4)=[CH:21][CH:20]=3)[CH:16]=[CH:17][CH:18]=2)(=[O:11])=[O:10])=[C:4]([CH3:27])[CH:3]=1. (5) The product is: [CH2:1]([O:3][C:4](=[O:10])[CH2:5][C:6]1[C:21]2[C:20](=[CH:19][CH:18]=[C:17]([F:16])[CH:22]=2)[NH:23][C:7]=1[CH3:8])[CH3:2]. Given the reactants [CH2:1]([O:3][C:4](=[O:10])[CH2:5][CH2:6][C:7](=O)[CH3:8])[CH3:2].S(=O)(=O)(O)O.[F:16][C:17]1[CH:22]=[CH:21][C:20]([NH:23]N)=[CH:19][CH:18]=1, predict the reaction product.